From a dataset of Full USPTO retrosynthesis dataset with 1.9M reactions from patents (1976-2016). Predict the reactants needed to synthesize the given product. (1) Given the product [NH2:24][C:17]1[C:16]2[N:15]=[C:14]([CH3:25])[N:13]([CH2:12][CH2:11][O:10][CH2:9][CH2:8][NH:7][C:1](=[O:5])[CH:2]([CH3:4])[CH3:3])[C:21]=2[C:20]([CH3:22])=[C:19]([CH3:23])[N:18]=1, predict the reactants needed to synthesize it. The reactants are: [C:1](Cl)(=[O:5])[CH:2]([CH3:4])[CH3:3].[NH2:7][CH2:8][CH2:9][O:10][CH2:11][CH2:12][N:13]1[C:21]2[C:20]([CH3:22])=[C:19]([CH3:23])[N:18]=[C:17]([NH2:24])[C:16]=2[N:15]=[C:14]1[CH3:25].C(N(CC)CC)C. (2) Given the product [N:1]1([C:6]2[CH:7]=[CH:8][C:9]([O:10][CH2:11][CH2:12][C:13]3[CH:30]=[CH:29][C:16]([O:17][CH2:18][C:19]4[CH:28]=[CH:27][CH:26]=[CH:25][C:20]=4[C:21]([OH:23])=[O:22])=[CH:15][CH:14]=3)=[CH:31][CH:32]=2)[CH:5]=[CH:4][N:3]=[CH:2]1, predict the reactants needed to synthesize it. The reactants are: [N:1]1([C:6]2[CH:32]=[CH:31][C:9]([O:10][CH2:11][CH2:12][C:13]3[CH:30]=[CH:29][C:16]([O:17][CH2:18][C:19]4[CH:28]=[CH:27][CH:26]=[CH:25][C:20]=4[C:21]([O:23]C)=[O:22])=[CH:15][CH:14]=3)=[CH:8][CH:7]=2)[CH:5]=[CH:4][N:3]=[CH:2]1.[Li+].[OH-].Cl.